This data is from Reaction yield outcomes from USPTO patents with 853,638 reactions. The task is: Predict the reaction yield, written as a fraction of the theoretical maximum amount of product (1.0 means a 100% yield; for example, 0.34 means a 34% yield). (1) The reactants are [NH2:1][C:2]1[CH:3]=[C:4]([C:8]#[C:9][C:10]2[N:11]([CH2:23][CH3:24])[C:12]3[C:17]([C:18]=2[C:19]#[N:20])=[CH:16][CH:15]=[C:14]([O:21][CH3:22])[CH:13]=3)[CH:5]=[CH:6][CH:7]=1.[CH2:25]([N:27]=[C:28]=[O:29])[CH3:26]. The catalyst is N1C=CC=CC=1.CCOC(C)=O. The product is [C:19]([C:18]1[C:17]2[C:12](=[CH:13][C:14]([O:21][CH3:22])=[CH:15][CH:16]=2)[N:11]([CH2:23][CH3:24])[C:10]=1[C:9]#[C:8][C:4]1[CH:3]=[C:2]([NH:1][C:28]([NH:27][CH2:25][CH3:26])=[O:29])[CH:7]=[CH:6][CH:5]=1)#[N:20]. The yield is 0.360. (2) The reactants are Br[C:2]1[N:3]=[C:4]([C:20]2[CH:25]=[CH:24][N:23]=[C:22]([NH:26][C:27](=[O:29])[CH3:28])[CH:21]=2)[S:5][C:6]=1[C:7]1[N:11]([CH2:12][O:13][CH2:14][CH2:15][Si:16]([CH3:19])([CH3:18])[CH3:17])[N:10]=[CH:9][N:8]=1.[Cl-].[Cl:31][C:32]1[CH:39]=[CH:38][C:35]([CH2:36][Zn+])=[CH:34][CH:33]=1. The catalyst is O1CCCC1.CC(C)([P](C(C)(C)C)([Pd][P](C(C)(C)C)(C(C)(C)C)C(C)(C)C)C(C)(C)C)C. The product is [Cl:31][C:32]1[CH:39]=[CH:38][C:35]([CH2:36][C:2]2[N:3]=[C:4]([C:20]3[CH:25]=[CH:24][N:23]=[C:22]([NH:26][C:27](=[O:29])[CH3:28])[CH:21]=3)[S:5][C:6]=2[C:7]2[N:11]([CH2:12][O:13][CH2:14][CH2:15][Si:16]([CH3:19])([CH3:18])[CH3:17])[N:10]=[CH:9][N:8]=2)=[CH:34][CH:33]=1. The yield is 0.350. (3) The reactants are [CH3:1][O:2][CH2:3][C@@H:4]([NH2:6])[CH3:5].C(N(C(C)C)C(C)C)C.[Br:16][C:17]1[CH:22]=[CH:21][C:20]([S:23](Cl)(=[O:25])=[O:24])=[CH:19][CH:18]=1.O. The catalyst is C(Cl)Cl. The product is [Br:16][C:17]1[CH:22]=[CH:21][C:20]([S:23]([NH:6][C@@H:4]([CH3:5])[CH2:3][O:2][CH3:1])(=[O:25])=[O:24])=[CH:19][CH:18]=1. The yield is 0.940. (4) The reactants are Cl[C:2]1[C:3]2[C:10]([CH3:11])=[C:9]([CH2:12][CH3:13])[NH:8][C:4]=2[N:5]=[CH:6][N:7]=1.[NH:14]1[C:22]2[C:17](=[CH:18][C:19]([NH2:23])=[CH:20][CH:21]=2)[CH:16]=[N:15]1.Cl. The catalyst is C(OCC)C.C(O)C. The product is [CH2:12]([C:9]1[NH:8][C:4]2[N:5]=[CH:6][N:7]=[C:2]([NH:23][C:19]3[CH:18]=[C:17]4[C:22](=[CH:21][CH:20]=3)[NH:14][N:15]=[CH:16]4)[C:3]=2[C:10]=1[CH3:11])[CH3:13]. The yield is 0.900. (5) The reactants are [CH3:1][O:2][C:3](=[O:66])[NH:4][CH:5](C1CCOCC1)[C:6]([N:8]1[CH2:12][C:11](F)(F)[CH2:10][CH:9]1[C:15]1[NH:16][C:17]([C:20]2[CH:25]=[CH:24][C:23]([C:26]3[CH:35]=[CH:34][C:33]4[C:28](=[CH:29][CH:30]=[C:31]([C:36]5[NH:37][C:38]([CH:41]6[CH2:45][CH2:44][CH2:43][N:42]6[C:46](=[O:59])[CH:47]([NH:54][C:55]([O:57][CH3:58])=[O:56])[C:48]6[CH:53]=[CH:52][CH:51]=[CH:50][CH:49]=6)=[N:39][CH:40]=5)[CH:32]=4)[CH:27]=3)=[CH:22][CH:21]=2)=[CH:18][N:19]=1)=[O:7].COC(N[CH:72]([CH:76]1CCOCC1)[C:73](O)=O)=O.[CH2:82](OC(N1C(C2NC(C3C=CC(B4OC(C)(C)C(C)(C)O4)=CC=3)=CN=2)CC2(CC2)C1)=O)[C:83]1C=CC=CC=1.C(OC(N1CC(F)(F)CC1C1NC(C2C=CC(B3OC(C)(C)C(C)(C)O3)=CC=2)=CN=1)=O)C1C=CC=CC=1. No catalyst specified. The product is [CH3:1][O:2][C:3](=[O:66])[NH:4][CH:5]([C:6]([N:8]1[CH:9]([C:15]2[NH:16][C:17]([C:20]3[CH:25]=[CH:24][C:23]([C:26]4[CH:35]=[CH:34][C:33]5[C:28](=[CH:29][CH:30]=[C:31]([C:36]6[NH:37][C:38]([CH:41]7[CH2:45][CH2:44][CH2:43][N:42]7[C:46](=[O:59])[CH:47]([NH:54][C:55]([O:57][CH3:58])=[O:56])[C:48]7[CH:53]=[CH:52][CH:51]=[CH:50][CH:49]=7)=[N:39][CH:40]=6)[CH:32]=5)[CH:27]=4)=[CH:22][CH:21]=3)=[CH:18][N:19]=2)[CH2:10][C:11]2([CH2:83][CH2:82]2)[CH2:12]1)=[O:7])[CH:72]([CH3:76])[CH3:73]. The yield is 0.340.